This data is from Catalyst prediction with 721,799 reactions and 888 catalyst types from USPTO. The task is: Predict which catalyst facilitates the given reaction. Reactant: [CH3:1][C:2]1([CH3:14])[C:6]([CH3:8])([CH3:7])[O:5][B:4]([C:9]2[CH:10]=[N:11][NH:12][CH:13]=2)[O:3]1.[F-].[Cs+].[C:17]([O:21][C:22]([CH3:25])([CH3:24])[CH3:23])(=[O:20])[CH:18]=[CH2:19]. Product: [CH3:1][C:2]1([CH3:14])[C:6]([CH3:7])([CH3:8])[O:5][B:4]([C:9]2[CH:13]=[N:12][N:11]([CH2:19][CH2:18][C:17]([O:21][C:22]([CH3:25])([CH3:24])[CH3:23])=[O:20])[CH:10]=2)[O:3]1. The catalyst class is: 10.